From a dataset of Full USPTO retrosynthesis dataset with 1.9M reactions from patents (1976-2016). Predict the reactants needed to synthesize the given product. (1) Given the product [CH3:19][N:17]1[CH:18]=[C:13]([C:3]2[CH:4]=[C:5]([CH2:8][S:9]([CH3:12])(=[O:11])=[O:10])[CH:6]=[CH:7][C:2]=2[NH:1][C:35]2[CH:36]=[C:37]([O:45][CH3:46])[C:38]([O:43][CH3:44])=[C:39]([O:41][CH3:42])[CH:40]=2)[C:14]2[CH:23]=[CH:22][NH:21][C:15]=2[C:16]1=[O:20], predict the reactants needed to synthesize it. The reactants are: [NH2:1][C:2]1[CH:7]=[CH:6][C:5]([CH2:8][S:9]([CH3:12])(=[O:11])=[O:10])=[CH:4][C:3]=1[C:13]1[C:14]2[CH:23]=[CH:22][N:21](S(C3C=CC(C)=CC=3)(=O)=O)[C:15]=2[C:16](=[O:20])[N:17]([CH3:19])[CH:18]=1.Br[C:35]1[CH:36]=[C:37]([O:45][CH3:46])[C:38]([O:43][CH3:44])=[C:39]([O:41][CH3:42])[CH:40]=1.C(=O)([O-])[O-].[Cs+].[Cs+].C1(P(C2CCCCC2)C2C=CC=CC=2C2C(C(C)C)=CC(C(C)C)=CC=2C(C)C)CCCCC1. (2) Given the product [ClH:19].[CH3:4][C:2]([C:5]1[O:6][C:7]2[C:17]([N:18]=1)=[CH:16][C:10]1[CH2:11][CH2:12][N:13]([CH2:20][CH2:21][CH2:22][S:23][C:24]3[N:25]([CH3:40])[C:26]([C:29]4[CH:38]=[CH:37][CH:36]=[C:35]5[C:30]=4[CH:31]=[CH:32][C:33]([CH3:39])=[N:34]5)=[N:27][N:28]=3)[CH2:14][CH2:15][C:9]=1[CH:8]=2)([CH3:1])[CH3:3], predict the reactants needed to synthesize it. The reactants are: [CH3:1][C:2]([C:5]1[O:6][C:7]2[C:17]([N:18]=1)=[CH:16][C:10]1[CH2:11][CH2:12][NH:13][CH2:14][CH2:15][C:9]=1[CH:8]=2)([CH3:4])[CH3:3].[Cl:19][CH2:20][CH2:21][CH2:22][S:23][C:24]1[N:25]([CH3:40])[C:26]([C:29]2[CH:38]=[CH:37][CH:36]=[C:35]3[C:30]=2[CH:31]=[CH:32][C:33]([CH3:39])=[N:34]3)=[N:27][N:28]=1. (3) Given the product [S:1]([CH2:11][CH2:12][O:13][C:14](=[O:17])[CH:15]=[CH2:16])([C:4]1[CH:5]=[CH:6][C:7]([CH3:8])=[CH:9][CH:10]=1)(=[O:3])=[O:2].[OH:18][CH2:19][CH2:20][O:21][C:22](=[O:25])[CH:23]=[CH2:24].[CH3:26][O:27][C:28](=[O:32])[C:29]([CH3:31])=[CH2:30].[CH2:33]([O:37][C:38](=[O:42])[C:39]([CH3:41])=[CH2:40])[CH:34]1[O:36][CH2:35]1, predict the reactants needed to synthesize it. The reactants are: [S:1]([CH2:11][CH2:12][O:13][C:14](=[O:17])[CH:15]=[CH2:16])([C:4]1[CH:10]=[CH:9][C:7]([CH3:8])=[CH:6][CH:5]=1)(=[O:3])=[O:2].[OH:18][CH2:19][CH2:20][O:21][C:22](=[O:25])[CH:23]=[CH2:24].[CH3:26][O:27][C:28](=[O:32])[C:29]([CH3:31])=[CH2:30].[CH2:33]([O:37][C:38](=[O:42])[C:39]([CH3:41])=[CH2:40])[CH:34]1[O:36][CH2:35]1. (4) Given the product [N:57]1([CH2:56][CH2:55][O:1][C:2]2[CH:3]=[C:4]([N:8]3[C:12]4[CH:13]=[CH:14][CH:15]=[CH:16][C:11]=4[C:10](=[N:17][C:18]4[CH:23]=[CH:22][CH:21]=[C:20]([C:24]([F:27])([F:25])[F:26])[CH:19]=4)[C:9]3=[O:28])[CH:5]=[CH:6][CH:7]=2)[CH2:61][CH2:60][CH2:59][CH2:58]1, predict the reactants needed to synthesize it. The reactants are: [OH:1][C:2]1[CH:3]=[C:4]([N:8]2[C:12]3[CH:13]=[CH:14][CH:15]=[CH:16][C:11]=3[C:10](=[N:17][C:18]3[CH:23]=[CH:22][CH:21]=[C:20]([C:24]([F:27])([F:26])[F:25])[CH:19]=3)[C:9]2=[O:28])[CH:5]=[CH:6][CH:7]=1.C([O-])([O-])=O.[K+].[K+].C1OCCOCCOCCOCCOCCOC1.Cl.Cl[CH2:55][CH2:56][N:57]1[CH2:61][CH2:60][CH2:59][CH2:58]1. (5) Given the product [C:1]([O:5][C:6]([N:8]1[CH2:9][CH2:10][C:11]([NH:17][C:18]([O:20][C:21]([CH3:22])([CH3:24])[CH3:23])=[O:19])([C:14](=[O:15])[NH:64][CH2:63][C:62]2[CH:65]=[CH:66][C:59]([Cl:58])=[CH:60][CH:61]=2)[CH2:12][CH2:13]1)=[O:7])([CH3:4])([CH3:3])[CH3:2], predict the reactants needed to synthesize it. The reactants are: [C:1]([O:5][C:6]([N:8]1[CH2:13][CH2:12][C:11]([NH:17][C:18]([O:20][C:21]([CH3:24])([CH3:23])[CH3:22])=[O:19])([C:14](O)=[O:15])[CH2:10][CH2:9]1)=[O:7])([CH3:4])([CH3:3])[CH3:2].CN(C(ON1N=NC2C=CC=NC1=2)=[N+](C)C)C.F[P-](F)(F)(F)(F)F.C(N(C(C)C)C(C)C)C.[Cl:58][C:59]1[CH:66]=[CH:65][C:62]([CH2:63][NH2:64])=[CH:61][CH:60]=1. (6) Given the product [CH3:41][O:40][CH2:39][CH2:38][O:37][C:30]1[CH:31]=[CH:32][CH:33]=[C:34]2[C:29]=1[CH:28]=[C:27]([CH2:26][CH:22]([CH:23]([CH3:25])[CH3:24])[CH2:21][CH:20]([NH:42][C:43](=[O:49])[O:44][C:45]([CH3:47])([CH3:46])[CH3:48])[CH:18]1[CH2:7][O:19]1)[CH:36]=[CH:35]2, predict the reactants needed to synthesize it. The reactants are: [I-].C[S+](C)(C)=O.[CH3:7]C(C)([O-])C.[K+].O1CCCC1.[CH:18]([CH:20]([NH:42][C:43](=[O:49])[O:44][C:45]([CH3:48])([CH3:47])[CH3:46])[CH2:21][CH:22]([CH2:26][C:27]1[CH:36]=[CH:35][C:34]2[C:29](=[C:30]([O:37][CH2:38][CH2:39][O:40][CH3:41])[CH:31]=[CH:32][CH:33]=2)[CH:28]=1)[CH:23]([CH3:25])[CH3:24])=[O:19]. (7) Given the product [Cl:1][C:2]1[CH:10]=[CH:9][C:8]([NH:11][C:12](=[O:24])[C:13]2[CH:18]=[C:17]([C:19]([F:21])([F:22])[F:20])[CH:16]=[CH:15][C:14]=2[F:23])=[CH:7][C:3]=1[C:4]([NH:72][C:69]1[CH:70]=[N:71][C:66]([NH:65][C:62]2[CH:63]=[CH:64][C:59]([S:56]([CH:53]3[CH2:54][CH2:55][NH:50][CH2:51][CH2:52]3)(=[O:57])=[O:58])=[CH:60][CH:61]=2)=[N:67][CH:68]=1)=[O:5], predict the reactants needed to synthesize it. The reactants are: [Cl:1][C:2]1[CH:10]=[CH:9][C:8]([NH:11][C:12](=[O:24])[C:13]2[CH:18]=[C:17]([C:19]([F:22])([F:21])[F:20])[CH:16]=[CH:15][C:14]=2[F:23])=[CH:7][C:3]=1[C:4](O)=[O:5].ClC1N=C(OC)N=C(OC)N=1.CN1CCOCC1.C(OC([N:50]1[CH2:55][CH2:54][CH:53]([S:56]([C:59]2[CH:64]=[CH:63][C:62]([NH:65][C:66]3[N:71]=[CH:70][C:69]([NH2:72])=[CH:68][N:67]=3)=[CH:61][CH:60]=2)(=[O:58])=[O:57])[CH2:52][CH2:51]1)=O)(C)(C)C.C(O)(C(F)(F)F)=O. (8) Given the product [N:1]1[O:2][N:3]=[C:4]2[C:9]([CH:10]3[C:4]([C:5]#[N:1])=[C:9]([CH3:8])[NH:12][C:13]4=[N:14][NH:15][CH:16]=[C:17]34)=[CH:8][CH:7]=[CH:6][C:5]=12, predict the reactants needed to synthesize it. The reactants are: [N:1]1[O:2][N:3]=[C:4]2[C:9]([CH:10]=O)=[CH:8][CH:7]=[CH:6][C:5]=12.[NH2:12][C:13]1[CH:17]=[CH:16][NH:15][N:14]=1. (9) Given the product [OH:16][CH:14]([CH3:15])[CH2:13][NH:1][C@H:2]([C:10]([OH:12])=[O:11])[CH2:3][C:4]1[CH:9]=[CH:8][CH:7]=[CH:6][CH:5]=1, predict the reactants needed to synthesize it. The reactants are: [NH2:1][C@H:2]([C:10]([OH:12])=[O:11])[CH2:3][C:4]1[CH:9]=[CH:8][CH:7]=[CH:6][CH:5]=1.[CH2:13]1[O:16][CH:14]1[CH3:15].Br.